The task is: Predict the reactants needed to synthesize the given product.. This data is from Full USPTO retrosynthesis dataset with 1.9M reactions from patents (1976-2016). (1) Given the product [C:21]([O:20][C:18]([N:15]1[CH2:16][CH2:17][CH:12]([N:8]2[CH2:7][C:6]3[CH:25]=[C:2]([C:31]4[C:30]5[C:34](=[CH:35][C:27]([F:26])=[CH:28][CH:29]=5)[N:33]([C:36]([O:38][C:39]([CH3:42])([CH3:41])[CH3:40])=[O:37])[CH:32]=4)[CH:3]=[CH:4][C:5]=3[S:9]2(=[O:11])=[O:10])[CH2:13][CH2:14]1)=[O:19])([CH3:24])([CH3:23])[CH3:22], predict the reactants needed to synthesize it. The reactants are: Br[C:2]1[CH:3]=[CH:4][C:5]2[S:9](=[O:11])(=[O:10])[N:8]([CH:12]3[CH2:17][CH2:16][N:15]([C:18]([O:20][C:21]([CH3:24])([CH3:23])[CH3:22])=[O:19])[CH2:14][CH2:13]3)[CH2:7][C:6]=2[CH:25]=1.[F:26][C:27]1[CH:35]=[C:34]2[C:30]([C:31](B3OC(C)(C)C(C)(C)O3)=[CH:32][N:33]2[C:36]([O:38][C:39]([CH3:42])([CH3:41])[CH3:40])=[O:37])=[CH:29][CH:28]=1.[O-]P([O-])([O-])=O.[K+].[K+].[K+].N#N. (2) Given the product [Cl:5][C:6]1[CH:7]=[C:8]([C:12]2[S:13][CH:14]=[C:15]([C:18]([CH3:20])=[O:19])[C:16]=2[OH:17])[CH:9]=[CH:10][CH:11]=1, predict the reactants needed to synthesize it. The reactants are: C(Cl)(Cl)Cl.[Cl:5][C:6]1[CH:7]=[C:8]([CH:12]2[C:16]([OH:17])=[C:15]([C:18]([CH3:20])=[O:19])[CH2:14][S:13]2)[CH:9]=[CH:10][CH:11]=1.S(Cl)(Cl)(=O)=O.